This data is from Catalyst prediction with 721,799 reactions and 888 catalyst types from USPTO. The task is: Predict which catalyst facilitates the given reaction. (1) Reactant: [Cl-].O[NH3+:3].[C:4](=[O:7])([O-])[OH:5].[Na+].CS(C)=O.[CH2:13]([C:17]1[N:18]=[C:19]([CH3:40])[N:20]([CH3:39])[C:21](=[O:38])[C:22]=1[CH2:23][C:24]1[CH:29]=[CH:28][C:27]([C:30]2[C:31]([C:36]#[N:37])=[CH:32][CH:33]=[CH:34][CH:35]=2)=[CH:26][CH:25]=1)[CH2:14][CH2:15][CH3:16]. Product: [CH2:13]([C:17]1[N:18]=[C:19]([CH3:40])[N:20]([CH3:39])[C:21](=[O:38])[C:22]=1[CH2:23][C:24]1[CH:29]=[CH:28][C:27]([C:30]2[CH:35]=[CH:34][CH:33]=[CH:32][C:31]=2[C:36]2[NH:3][C:4](=[O:7])[O:5][N:37]=2)=[CH:26][CH:25]=1)[CH2:14][CH2:15][CH3:16]. The catalyst class is: 69. (2) Reactant: [CH3:1][CH2:2][CH2:3]I.C([O:7][C:8]1[C:9](/C(/CC)=C(/F)\C=C\C(\C)=C\C(OCC)=O)=[CH:10][C:11]2[C:12]([CH3:21])([CH3:20])[CH2:13][CH2:14][C:15]([CH3:19])([CH3:18])[C:16]=2[CH:17]=1)C.C(=O)([O-])[O-].[K+].[K+].O. Product: [CH2:3]([O:7][C:8]1[CH:9]=[CH:10][C:11]2[C:12]([CH3:21])([CH3:20])[CH2:13][CH2:14][C:15]([CH3:19])([CH3:18])[C:16]=2[CH:17]=1)[CH2:2][CH3:1]. The catalyst class is: 21. (3) Reactant: Cl[C:2]1[N:7]=[CH:6][N:5]=[C:4]([NH:8][C:9]2[CH:18]=[C:17]([CH3:19])[C:12]3[NH:13][C:14]([CH3:16])=[N:15][C:11]=3[CH:10]=2)[CH:3]=1.[NH:20]1[CH2:25][CH2:24][CH:23]([N:26]2[C:30]3[CH:31]=[N:32][C:33]4[CH:34]=[CH:35][CH:36]=[CH:37][C:38]=4[C:29]=3[NH:28][C:27]2=[O:39])[CH2:22][CH2:21]1.CCN(C(C)C)C(C)C. Product: [CH3:16][C:14]1[NH:13][C:12]2[C:17]([CH3:19])=[CH:18][C:9]([NH:8][C:4]3[N:5]=[CH:6][N:7]=[C:2]([N:20]4[CH2:21][CH2:22][CH:23]([N:26]5[C:30]6[CH:31]=[N:32][C:33]7[CH:34]=[CH:35][CH:36]=[CH:37][C:38]=7[C:29]=6[NH:28][C:27]5=[O:39])[CH2:24][CH2:25]4)[CH:3]=3)=[CH:10][C:11]=2[N:15]=1. The catalyst class is: 121.